From a dataset of Forward reaction prediction with 1.9M reactions from USPTO patents (1976-2016). Predict the product of the given reaction. (1) The product is: [C:1]([O:4][C@@H:5]1[C@@H:18]([O:19][C:20](=[O:22])[CH3:21])[C@H:17]([O:23][C:24](=[O:26])[CH3:25])[CH2:16][S:15][C@H:6]1[O:7][C:8]1[CH:13]=[CH:12][CH:11]=[C:10]([B:33]2[O:37][C:36]([CH3:39])([CH3:38])[C:35]([CH3:41])([CH3:40])[O:34]2)[CH:9]=1)(=[O:3])[CH3:2]. Given the reactants [C:1]([O:4][C@@H:5]1[C@@H:18]([O:19][C:20](=[O:22])[CH3:21])[C@H:17]([O:23][C:24](=[O:26])[CH3:25])[CH2:16][S:15][C@H:6]1[O:7][C:8]1[CH:13]=[CH:12][CH:11]=[C:10](Br)[CH:9]=1)(=[O:3])[CH3:2].COCCOC.[B:33]1([B:33]2[O:37][C:36]([CH3:39])([CH3:38])[C:35]([CH3:41])([CH3:40])[O:34]2)[O:37][C:36]([CH3:39])([CH3:38])[C:35]([CH3:41])([CH3:40])[O:34]1.C([O-])(=O)C.[K+], predict the reaction product. (2) Given the reactants [Sn](Cl)Cl.[Cl:4][C:5]1[CH:10]=[CH:9][C:8]([S:11](Cl)(=O)=O)=[CH:7][C:6]=1[N+:15]([O-])=O.C([O-])(O)=O.[Na+].C(Cl)(Cl)Cl.CCCCCC, predict the reaction product. The product is: [NH2:15][C:6]1[CH:7]=[C:8]([SH:11])[CH:9]=[CH:10][C:5]=1[Cl:4]. (3) Given the reactants Br[CH2:2][C:3]([C:5]1[CH:10]=[CH:9][C:8]([C:11]([F:14])([F:13])[F:12])=[CH:7][CH:6]=1)=O.[C:15](=[S:18])([S-:17])[NH2:16].[NH4+], predict the reaction product. The product is: [F:12][C:11]([F:14])([F:13])[C:8]1[CH:9]=[CH:10][C:5]([C:3]2[N:16]=[C:15]([SH:18])[S:17][CH:2]=2)=[CH:6][CH:7]=1. (4) Given the reactants [NH2:1][CH2:2][C:3]1[CH:17]=[CH:16][C:6]([C:7]([NH:9][C:10]2[CH:11]=[N:12][CH:13]=[CH:14][CH:15]=2)=[O:8])=[C:5]([F:18])[CH:4]=1.[C:19]([C:23]1[CH:28]=[CH:27][C:26]([S:29](Cl)(=[O:31])=[O:30])=[CH:25][CH:24]=1)([CH3:22])([CH3:21])[CH3:20], predict the reaction product. The product is: [C:19]([C:23]1[CH:28]=[CH:27][C:26]([S:29]([NH:1][CH2:2][C:3]2[CH:17]=[CH:16][C:6]([C:7]([NH:9][C:10]3[CH:11]=[N:12][CH:13]=[CH:14][CH:15]=3)=[O:8])=[C:5]([F:18])[CH:4]=2)(=[O:31])=[O:30])=[CH:25][CH:24]=1)([CH3:22])([CH3:20])[CH3:21]. (5) Given the reactants [C:1]1([CH2:7][CH2:8][CH2:9][CH2:10][CH2:11][C:12]([OH:14])=O)[CH:6]=[CH:5][CH:4]=[CH:3][CH:2]=1.C1N=CN(C(N2C=NC=C2)=O)C=1.[N+:27]([CH2:30][CH2:31][CH2:32][CH2:33][CH2:34][CH3:35])([O-:29])=[O:28].C1CCN2C(=NCCC2)CC1, predict the reaction product. The product is: [N+:27]([CH:30]([CH2:31][CH2:32][CH2:33][CH2:34][CH3:35])[C:12](=[O:14])[CH2:11][CH2:10][CH2:9][CH2:8][CH2:7][C:1]1[CH:2]=[CH:3][CH:4]=[CH:5][CH:6]=1)([O-:29])=[O:28].